Dataset: Reaction yield outcomes from USPTO patents with 853,638 reactions. Task: Predict the reaction yield, written as a fraction of the theoretical maximum amount of product (1.0 means a 100% yield; for example, 0.34 means a 34% yield). (1) The reactants are [Cl:1][C:2]1[CH:7]=[C:6](I)[CH:5]=[CH:4][N:3]=1.[Cl:9][C:10]1[CH:17]=[CH:16][C:13]([CH2:14][OH:15])=[CH:12][CH:11]=1.C(=O)([O-])[O-].[Cs+].[Cs+]. The catalyst is C1(C)C=CC=CC=1.[Cu]I. The yield is 0.560. The product is [Cl:1][C:2]1[CH:7]=[C:6]([O:15][CH2:14][C:13]2[CH:16]=[CH:17][C:10]([Cl:9])=[CH:11][CH:12]=2)[CH:5]=[CH:4][N:3]=1. (2) The reactants are [NH2:1][C:2]1[CH:3]=[N:4][CH:5]=[CH:6][C:7]=1[O:8][CH3:9].C([Li])CCC.Cl[C:16]1[N:21]=[C:20]([N:22]2[CH2:27][CH2:26][O:25][CH2:24][CH2:23]2)[N:19]=[C:18]([N:28]2[C:32]3[CH:33]=[CH:34][CH:35]=[C:36]([O:37][CH3:38])[C:31]=3[N:30]=[C:29]2[CH:39]([F:41])[F:40])[N:17]=1. The catalyst is C1COCC1.C(O)(=O)C.O. The product is [F:41][CH:39]([F:40])[C:29]1[N:28]([C:18]2[N:19]=[C:20]([N:22]3[CH2:27][CH2:26][O:25][CH2:24][CH2:23]3)[N:21]=[C:16]([NH:1][C:2]3[CH:3]=[N:4][CH:5]=[CH:6][C:7]=3[O:8][CH3:9])[N:17]=2)[C:32]2[CH:33]=[CH:34][CH:35]=[C:36]([O:37][CH3:38])[C:31]=2[N:30]=1. The yield is 0.420. (3) The reactants are [NH2:1][C@:2]12[CH2:38][CH2:37][C@@H:36]([C:39]([CH3:41])=[CH2:40])[C@@H:3]1[C@@H:4]1[C@@:17]([CH3:20])([CH2:18][CH2:19]2)[C@@:16]2([CH3:21])[C@@H:7]([C@:8]3([CH3:35])[C@@H:13]([CH2:14][CH2:15]2)[C:12]([CH3:23])([CH3:22])[C:11]([C:24]2[CH2:29][CH2:28][CH:27]([C:30]([O:32][CH2:33][CH3:34])=[O:31])[CH2:26][CH:25]=2)=[CH:10][CH2:9]3)[CH2:6][CH2:5]1.Br[CH2:43][CH2:44]Cl.P(=O)(O)(O)O.[K]. The catalyst is C(#N)C. The product is [N:1]1([C@:2]23[CH2:38][CH2:37][C@@H:36]([C:39]([CH3:41])=[CH2:40])[C@@H:3]2[C@@H:4]2[C@@:17]([CH3:20])([CH2:18][CH2:19]3)[C@@:16]3([CH3:21])[C@@H:7]([C@:8]4([CH3:35])[C@@H:13]([CH2:14][CH2:15]3)[C:12]([CH3:23])([CH3:22])[C:11]([C:24]3[CH2:29][CH2:28][CH:27]([C:30]([O:32][CH2:33][CH3:34])=[O:31])[CH2:26][CH:25]=3)=[CH:10][CH2:9]4)[CH2:6][CH2:5]2)[CH2:44][CH2:43]1. The yield is 1.00. (4) The reactants are [NH2:1][C:2]1[C:11]2[C:6](=[C:7](Br)[CH:8]=[CH:9][CH:10]=2)[N:5]=[N:4][C:3]=1[C:13]([NH:15][CH:16]1[CH2:18][CH2:17]1)=[O:14].[F:19][C:20]1[CH:21]=[CH:22][C:23]([O:29][CH3:30])=[C:24](B(O)O)[CH:25]=1. No catalyst specified. The product is [NH2:1][C:2]1[C:11]2[C:6](=[C:7]([C:22]3[CH:21]=[C:20]([F:19])[CH:25]=[CH:24][C:23]=3[O:29][CH3:30])[CH:8]=[CH:9][CH:10]=2)[N:5]=[N:4][C:3]=1[C:13]([NH:15][CH:16]1[CH2:18][CH2:17]1)=[O:14]. The yield is 0.760. (5) No catalyst specified. The reactants are C[O:2][C:3](=[O:33])/[CH:4]=[CH:5]/[C:6]1[CH:7]=[C:8]2[C:29](=[CH:30][CH:31]=1)[O:28][C:11]1([CH2:16][CH2:15][N:14]([CH2:17][CH2:18][C:19]3[C:27]4[C:22](=[CH:23][CH:24]=[CH:25][CH:26]=4)[NH:21][CH:20]=3)[CH2:13][CH2:12]1)[CH2:10][C:9]2=[O:32].[OH-].[Na+]. The yield is 0.870. The product is [NH:21]1[C:22]2[C:27](=[CH:26][CH:25]=[CH:24][CH:23]=2)[C:19]([CH2:18][CH2:17][N:14]2[CH2:15][CH2:16][C:11]3([CH2:10][C:9](=[O:32])[C:8]4[C:29](=[CH:30][CH:31]=[C:6](/[CH:5]=[CH:4]/[C:3]([OH:33])=[O:2])[CH:7]=4)[O:28]3)[CH2:12][CH2:13]2)=[CH:20]1. (6) The reactants are [Cl:1][C:2]1[N:7]=[C:6]([O:8][CH2:9][C:10]2([CH2:14][OH:15])[CH2:13][CH2:12][CH2:11]2)[CH:5]=[CH:4][N:3]=1.[C:16](Cl)(Cl)=[O:17].[NH2:20][C@@H:21]([CH2:35][CH2:36][CH2:37][CH3:38])[CH:22]([OH:34])[C:23]([NH:25][C@@H:26]([C:28]1[CH:33]=[CH:32][CH:31]=[CH:30][CH:29]=1)[CH3:27])=[O:24].C(N(CC)C(C)C)(C)C.[Cl-].[Na+]. The catalyst is ClCCl.C1(C)C=CC=CC=1.O1CCCC1.C(OCC)(=O)C. The product is [OH:34][CH:22]([C@@H:21]([NH:20][C:16](=[O:17])[O:15][CH2:14][C:10]1([CH2:9][O:8][C:6]2[CH:5]=[CH:4][N:3]=[C:2]([Cl:1])[N:7]=2)[CH2:13][CH2:12][CH2:11]1)[CH2:35][CH2:36][CH2:37][CH3:38])[C:23](=[O:24])[NH:25][C@@H:26]([C:28]1[CH:33]=[CH:32][CH:31]=[CH:30][CH:29]=1)[CH3:27]. The yield is 0.890. (7) The reactants are Cl[C:2]1[N:7]=[N:6][C:5]([C:8]([F:11])([F:10])[F:9])=[C:4]([C:12]2[CH:17]=[CH:16][CH:15]=[CH:14][CH:13]=2)[CH:3]=1.[C:18]([N:25]1[CH2:30][CH2:29][NH:28][CH2:27][CH2:26]1)([O:20][C:21]([CH3:24])([CH3:23])[CH3:22])=[O:19].C(N(C(C)C)CC)(C)C. The catalyst is C(#N)C.ClCCl. The product is [C:21]([O:20][C:18]([N:25]1[CH2:30][CH2:29][N:28]([C:2]2[N:7]=[N:6][C:5]([C:8]([F:11])([F:10])[F:9])=[C:4]([C:12]3[CH:17]=[CH:16][CH:15]=[CH:14][CH:13]=3)[CH:3]=2)[CH2:27][CH2:26]1)=[O:19])([CH3:24])([CH3:22])[CH3:23]. The yield is 0.930. (8) The reactants are [CH2:1]([O:3][CH2:4][CH2:5][N:6]1[CH:10]=[C:9](I)[CH:8]=[N:7]1)[CH3:2].C([Mg]Cl)(C)C.C(O[B:21]1[O:25][C:24]([CH3:27])([CH3:26])[C:23]([CH3:29])([CH3:28])[O:22]1)(C)C. The catalyst is C1COCC1. The product is [CH2:1]([O:3][CH2:4][CH2:5][N:6]1[CH:10]=[C:9]([B:21]2[O:25][C:24]([CH3:27])([CH3:26])[C:23]([CH3:29])([CH3:28])[O:22]2)[CH:8]=[N:7]1)[CH3:2]. The yield is 0.851. (9) The reactants are [Cl:1][C:2]1[CH:7]=[CH:6][C:5]([S:8]([CH2:10][C:11]2[CH:12]=[C:13]([CH:17]=[CH:18][CH:19]=2)[C:14](O)=[O:15])=[O:9])=[C:4]([NH:20][S:21]([C:24]2[CH:29]=[CH:28][C:27]([Cl:30])=[C:26]([C:31]([F:34])([F:33])[F:32])[CH:25]=2)(=[O:23])=[O:22])[CH:3]=1.[N:35]1([CH2:40][CH2:41][NH2:42])[CH2:39][CH2:38][CH2:37][CH2:36]1.C(Cl)CCl. The catalyst is CN(C1C=CN=CC=1)C.CN(C=O)C. The product is [Cl:1][C:2]1[CH:7]=[CH:6][C:5]([S:8]([CH2:10][C:11]2[CH:12]=[C:13]([CH:17]=[CH:18][CH:19]=2)[C:14]([NH:42][CH2:41][CH2:40][N:35]2[CH2:39][CH2:38][CH2:37][CH2:36]2)=[O:15])=[O:9])=[C:4]([NH:20][S:21]([C:24]2[CH:29]=[CH:28][C:27]([Cl:30])=[C:26]([C:31]([F:34])([F:32])[F:33])[CH:25]=2)(=[O:22])=[O:23])[CH:3]=1. The yield is 0.190. (10) The reactants are [NH2:1][C:2]1[N:6]([C:7]2[CH:8]=[C:9]([CH:14]=[CH:15][CH:16]=2)[O:10][CH2:11][CH2:12][OH:13])[N:5]=[C:4]([C:17]([CH3:20])([CH3:19])[CH3:18])[CH:3]=1.[OH-].[Na+].Cl[C:24]([O:26][CH2:27][C:28]([Cl:31])([Cl:30])[Cl:29])=[O:25]. The catalyst is CCOC(C)=O. The product is [Cl:29][C:28]([Cl:31])([Cl:30])[CH2:27][O:26][C:24](=[O:25])[NH:1][C:2]1[N:6]([C:7]2[CH:16]=[CH:15][CH:14]=[C:9]([O:10][CH2:11][CH2:12][OH:13])[CH:8]=2)[N:5]=[C:4]([C:17]([CH3:20])([CH3:19])[CH3:18])[CH:3]=1. The yield is 0.580.